Dataset: Full USPTO retrosynthesis dataset with 1.9M reactions from patents (1976-2016). Task: Predict the reactants needed to synthesize the given product. (1) The reactants are: C1[O:18][CH2:17][CH2:16]OCCOCCOCCOCCOC1.COC(CP(=O)(OCC(F)(F)F)OCC(F)(F)F)=O.C[Si]([N-][Si](C)(C)C)(C)C.[K+].[CH3:48][S:49][C:50]1[N:55]=[C:54]([C:56]2[CH:61]=[CH:60][CH:59]=[CH:58][CH:57]=2)[C:53]([CH:62]=O)=[C:52]([NH:64][C:65]2[CH:70]=[CH:69][CH:68]=[CH:67][CH:66]=2)[N:51]=1.[NH4+].[Cl-]. Given the product [CH3:48][S:49][C:50]1[N:55]=[C:54]([C:56]2[CH:61]=[CH:60][CH:59]=[CH:58][CH:57]=2)[C:53]2[CH:62]=[CH:16][C:17](=[O:18])[N:64]([C:65]3[CH:70]=[CH:69][CH:68]=[CH:67][CH:66]=3)[C:52]=2[N:51]=1, predict the reactants needed to synthesize it. (2) The reactants are: [Br:1][C:2]1[N:7]=[C:6]([N:8]2[CH2:14][CH2:13][CH2:12][CH:11]([NH:15][CH2:16][CH2:17]CCO)[CH2:10][CH2:9]2)[CH:5]=[CH:4][CH:3]=1.C(CN)[OH:22]. Given the product [Br:1][C:2]1[N:7]=[C:6]([N:8]2[CH2:14][CH2:13][CH2:12][CH:11]([NH:15][CH2:16][CH2:17][OH:22])[CH2:10][CH2:9]2)[CH:5]=[CH:4][CH:3]=1, predict the reactants needed to synthesize it. (3) Given the product [CH3:32][N:31]([CH:30]([CH3:1])[C:22]1[NH:21][C:29]2[C:24]([CH:23]=1)=[CH:25][CH:26]=[CH:27][CH:28]=2)[C:17](=[O:19])/[CH:16]=[CH:15]/[C:7]1[CH:6]=[N:5][C:14]2[NH:13][CH2:12][CH2:11][CH2:10][C:9]=2[CH:8]=1, predict the reactants needed to synthesize it. The reactants are: [CH2:1](Cl)CCl.[N:5]1[C:14]2[NH:13][CH2:12][CH2:11][CH2:10][C:9]=2[CH:8]=[C:7](/[CH:15]=[CH:16]/[C:17]([OH:19])=O)[CH:6]=1.C[N:21]1[C:29]2[C:24](=[CH:25][CH:26]=[CH:27][CH:28]=2)[CH:23]=[C:22]1[CH2:30][NH:31][CH3:32].C1C=CC2N(O)N=NC=2C=1.O.CCN(CC)CC. (4) Given the product [CH3:37][O:38][C:39](=[O:51])[C@@H:40]([NH:41][C:42]([O:44][C:45]([CH3:48])([CH3:46])[CH3:47])=[O:43])[CH2:49][O:50][CH2:3][CH:2]=[CH2:1], predict the reactants needed to synthesize it. The reactants are: [CH2:1](O)[CH:2]=[CH2:3].ClC(OCC)=O.C(N(CC)CC)C.C1(P(C2C=CC=CC=2)C2C=CC=CC=2)C=CC=CC=1.[CH3:37][O:38][C:39](=[O:51])[C@H:40]([CH2:49][OH:50])[NH:41][C:42]([O:44][C:45]([CH3:48])([CH3:47])[CH3:46])=[O:43].